From a dataset of Catalyst prediction with 721,799 reactions and 888 catalyst types from USPTO. Predict which catalyst facilitates the given reaction. (1) Reactant: [CH3:1][N:2]1[C:10]2[C:5](=[CH:6][CH:7]=[C:8]([C:11]3[CH:12]=[N:13][C:14](S(C)(=O)=O)=[N:15][CH:16]=3)[CH:9]=2)[C:4]([CH3:22])([CH3:21])[C:3]1=[O:23].[CH3:24][NH:25][CH3:26]. Product: [CH3:24][N:25]([CH3:26])[C:14]1[N:13]=[CH:12][C:11]([C:8]2[CH:9]=[C:10]3[C:5]([C:4]([CH3:22])([CH3:21])[C:3](=[O:23])[N:2]3[CH3:1])=[CH:6][CH:7]=2)=[CH:16][N:15]=1. The catalyst class is: 8. (2) Reactant: [Cl:1][C:2]1[C:3]([CH3:20])=[C:4]([CH:13]2[CH2:18][NH:17][C:16](=[O:19])[CH2:15][O:14]2)[C:5]([O:11][CH3:12])=[C:6]([CH:8](Cl)[CH3:9])[CH:7]=1.[CH3:21][C:22]1[C:30]2[C:25](=[N:26][CH:27]=[N:28][C:29]=2[NH2:31])[NH:24][N:23]=1.C(=O)([O-])[O-].[Cs+].[Cs+].[I-].[K+]. Product: [NH2:31][C:29]1[N:28]=[CH:27][N:26]=[C:25]2[N:24]([CH:8]([C:6]3[C:5]([O:11][CH3:12])=[C:4]([CH:13]4[CH2:18][NH:17][C:16](=[O:19])[CH2:15][O:14]4)[C:3]([CH3:20])=[C:2]([Cl:1])[CH:7]=3)[CH3:9])[N:23]=[C:22]([CH3:21])[C:30]=12. The catalyst class is: 869. (3) Reactant: [NH2:1][C@H:2]([C:8]1[CH:13]=[CH:12][CH:11]=[CH:10][CH:9]=1)[CH2:3][C:4]([O:6][CH3:7])=[O:5].[CH:14]1([C:18](O)=[O:19])[CH2:17][CH2:16][CH2:15]1.C(N(CC)C(C)C)(C)C. Product: [CH:14]1([C:18]([NH:1][C@H:2]([C:8]2[CH:13]=[CH:12][CH:11]=[CH:10][CH:9]=2)[CH2:3][C:4]([O:6][CH3:7])=[O:5])=[O:19])[CH2:17][CH2:16][CH2:15]1. The catalyst class is: 2. (4) Reactant: [C:1]([O:5][C:6]([N:8]1[CH2:12][CH2:11][C@H:10]([O:13][Si:14]([C:17]([CH3:20])([CH3:19])[CH3:18])([CH3:16])[CH3:15])[C@H:9]1[CH:21]=O)=[O:7])([CH3:4])([CH3:3])[CH3:2].[NH2:23][C:24]1[CH:31]=[CH:30][C:27]([C:28]#[N:29])=[C:26]([Cl:32])[C:25]=1[CH3:33].C(O)(=O)C.C(O[BH-](OC(=O)C)OC(=O)C)(=O)C.[Na+]. Product: [C:1]([O:5][C:6]([N:8]1[CH2:12][CH2:11][C@H:10]([O:13][Si:14]([C:17]([CH3:20])([CH3:19])[CH3:18])([CH3:16])[CH3:15])[C@H:9]1[CH2:21][NH:23][C:24]1[CH:31]=[CH:30][C:27]([C:28]#[N:29])=[C:26]([Cl:32])[C:25]=1[CH3:33])=[O:7])([CH3:2])([CH3:3])[CH3:4]. The catalyst class is: 85. (5) Reactant: [CH:1]1([N:4]([CH3:21])[CH:5]2[CH2:14][CH2:13][C:12]([CH3:16])([CH3:15])[C:11]3[C:10](OC)=[C:9]([C:19]#[CH:20])C=C[C:6]2=3)[CH2:3][CH2:2]1.C([O:29][C:30](=[O:40])[CH:31]=[CH:32]C1C=CC(O)=CC=1)C1C=CC=CC=1.[CH2:41](N(CC)CC)C.[C:48]([O:51][CH2:52][CH3:53])(=O)C.[CH3:54][CH2:55][CH2:56][CH2:57][CH2:58][CH3:59]. Product: [CH:1]1([N:4]([CH3:21])[CH:5]2[CH2:14][CH2:13][C:12]([CH3:15])([CH3:16])[C:11]3[CH:10]=[C:9]([C:19]#[C:20][C:56]4[CH:55]=[CH:54][C:59]([C:31]([CH3:41])([CH3:32])[C:30]([OH:29])=[O:40])=[CH:58][CH:57]=4)[CH:53]=[C:52]([O:51][CH3:48])[C:6]2=3)[CH2:2][CH2:3]1. The catalyst class is: 724.